The task is: Regression. Given a peptide amino acid sequence and an MHC pseudo amino acid sequence, predict their binding affinity value. This is MHC class II binding data.. This data is from Peptide-MHC class II binding affinity with 134,281 pairs from IEDB. (1) The MHC is DRB5_0101 with pseudo-sequence DRB5_0101. The binding affinity (normalized) is 0.226. The peptide sequence is AENVKPPKVDPATYG. (2) The peptide sequence is VLEWRFDSRLAFHHV. The MHC is DRB3_0101 with pseudo-sequence DRB3_0101. The binding affinity (normalized) is 0.827. (3) The MHC is DRB3_0101 with pseudo-sequence DRB3_0101. The peptide sequence is GELQIVDIIDAAFKI. The binding affinity (normalized) is 0.797. (4) The peptide sequence is GELQIVDKIDAAYKI. The MHC is DRB3_0101 with pseudo-sequence DRB3_0101. The binding affinity (normalized) is 0.785.